Dataset: Reaction yield outcomes from USPTO patents with 853,638 reactions. Task: Predict the reaction yield, written as a fraction of the theoretical maximum amount of product (1.0 means a 100% yield; for example, 0.34 means a 34% yield). (1) The reactants are [Br:1][C:2]1[CH:3]=[C:4]([C:14]([O:16]C)=[O:15])[C:5]2[CH:6]=[CH:7][N:8]([CH:11]3[CH2:13][CH2:12]3)[C:9]=2[CH:10]=1.[OH-].[Na+]. The catalyst is CO.C1COCC1. The product is [Br:1][C:2]1[CH:3]=[C:4]([C:14]([OH:16])=[O:15])[C:5]2[CH:6]=[CH:7][N:8]([CH:11]3[CH2:13][CH2:12]3)[C:9]=2[CH:10]=1. The yield is 0.900. (2) The reactants are [CH3:1][CH:2]([CH3:24])[CH2:3][CH2:4][NH:5][C:6]([C:8]1[C:9]([C:20]([F:23])([F:22])[F:21])=[N:10][C:11]([N:14]2[CH2:19][CH2:18][NH:17][CH2:16][CH2:15]2)=[N:12][CH:13]=1)=[O:7].C(N(C(C)C)CC)(C)C.[F:34][C:35]([F:46])([F:45])[C:36]1[CH:44]=[CH:43][CH:42]=[CH:41][C:37]=1[C:38](Cl)=[O:39]. The catalyst is ClCCl. The product is [CH3:1][CH:2]([CH3:24])[CH2:3][CH2:4][NH:5][C:6]([C:8]1[C:9]([C:20]([F:23])([F:21])[F:22])=[N:10][C:11]([N:14]2[CH2:19][CH2:18][N:17]([C:38](=[O:39])[C:37]3[CH:41]=[CH:42][CH:43]=[CH:44][C:36]=3[C:35]([F:34])([F:45])[F:46])[CH2:16][CH2:15]2)=[N:12][CH:13]=1)=[O:7]. The yield is 0.760. (3) The reactants are [OH:1][CH2:2][CH2:3][CH2:4][O:5][C:6]1[CH:11]=[CH:10][C:9]([C:12]([F:15])([F:14])[F:13])=[CH:8][N:7]=1.O[N:17]1[C:21](=[O:22])[C:20]2=[CH:23][CH:24]=[CH:25][CH:26]=[C:19]2[C:18]1=[O:27].C1(P(C2C=CC=CC=2)C2C=CC=CC=2)C=CC=CC=1.N(C(OC(C)C)=O)=NC(OC(C)C)=O. The catalyst is O1CCCC1. The product is [F:14][C:12]([F:15])([F:13])[C:9]1[CH:10]=[CH:11][C:6]([O:5][CH2:4][CH2:3][CH2:2][O:1][N:17]2[C:18](=[O:27])[C:19]3=[CH:26][CH:25]=[CH:24][CH:23]=[C:20]3[C:21]2=[O:22])=[N:7][CH:8]=1. The yield is 0.840. (4) The reactants are [Cl:1][C:2]1[N:7]=[C:6]([N:8]2[CH2:13][CH2:12][O:11][CH2:10][CH2:9]2)[C:5]([F:14])=[C:4](Cl)[N:3]=1.Cl.[F:17][C:18]1[CH:19]=[CH:20][C:21]([C@@H:24]([NH2:26])[CH3:25])=[N:22][CH:23]=1.CCN(C(C)C)C(C)C. The catalyst is C(O)CCC. The product is [Cl:1][C:2]1[N:3]=[C:4]([NH:26][C@H:24]([C:21]2[CH:20]=[CH:19][C:18]([F:17])=[CH:23][N:22]=2)[CH3:25])[C:5]([F:14])=[C:6]([N:8]2[CH2:13][CH2:12][O:11][CH2:10][CH2:9]2)[N:7]=1. The yield is 0.420. (5) The reactants are [NH2:1][CH2:2][CH2:3][P:4](=[O:11])([O:8][CH2:9][CH3:10])[O:5][CH2:6][CH3:7].[Cl:12][C:13]1[CH:14]=[C:15]2[C:20](=[C:21]([Cl:23])[CH:22]=1)[CH2:19][N:18]([CH3:24])[CH2:17][CH:16]2[C:25]1[CH:26]=[C:27]([S:31](Cl)(=[O:33])=[O:32])[CH:28]=[CH:29][CH:30]=1. The catalyst is ClCCl. The product is [Cl:12][C:13]1[CH:14]=[C:15]2[C:20](=[C:21]([Cl:23])[CH:22]=1)[CH2:19][N:18]([CH3:24])[CH2:17][CH:16]2[C:25]1[CH:26]=[C:27]([S:31]([NH:1][CH2:2][CH2:3][P:4](=[O:11])([O:5][CH2:6][CH3:7])[O:8][CH2:9][CH3:10])(=[O:33])=[O:32])[CH:28]=[CH:29][CH:30]=1. The yield is 0.240. (6) The reactants are [H-].[Na+].[Cl:3][C:4]1[C:9]([NH2:10])=[C:8]([Cl:11])[N:7]=[CH:6][N:5]=1.[CH2:12](I)[CH3:13]. The catalyst is CN(C=O)C.[Cl-].[NH4+].O. The product is [CH2:12]([NH:10][C:9]1[C:4]([Cl:3])=[N:5][CH:6]=[N:7][C:8]=1[Cl:11])[CH3:13]. The yield is 0.450.